From a dataset of Full USPTO retrosynthesis dataset with 1.9M reactions from patents (1976-2016). Predict the reactants needed to synthesize the given product. Given the product [CH3:14][C:10]1([CH3:13])[O:9][C:8]2[CH:15]=[CH:16][C:5]([C@@H:3]([OH:4])[CH2:2][NH:1][CH2:27][CH2:28][CH2:29][CH2:30][CH2:31][CH2:32][O:33][CH2:34][CH2:35][CH2:36][CH2:37][C:38]3[CH:47]=[C:46]4[C:41]([CH2:42][CH2:43][CH2:44][S:45]4(=[O:49])=[O:48])=[CH:40][CH:39]=3)=[CH:6][C:7]=2[CH2:12][O:11]1, predict the reactants needed to synthesize it. The reactants are: [NH2:1][CH2:2][C@@H:3]([C:5]1[CH:16]=[CH:15][C:8]2[O:9][C:10]([CH3:14])([CH3:13])[O:11][CH2:12][C:7]=2[CH:6]=1)[OH:4].C(N(C(C)C)CC)(C)C.Br[CH2:27][CH2:28][CH2:29][CH2:30][CH2:31][CH2:32][O:33][CH2:34][CH2:35][CH2:36][CH2:37][C:38]1[CH:47]=[C:46]2[C:41]([CH2:42][CH2:43][CH2:44][S:45]2(=[O:49])=[O:48])=[CH:40][CH:39]=1.